From a dataset of Catalyst prediction with 721,799 reactions and 888 catalyst types from USPTO. Predict which catalyst facilitates the given reaction. (1) Reactant: [NH:1]1[C:9]2[C:4](=[CH:5][CH:6]=[C:7]([C:10](OC)=[O:11])[CH:8]=2)[CH:3]=[N:2]1.[H-].[Al+3].[Li+].[H-].[H-].[H-].[OH-].[Na+]. Product: [NH:1]1[C:9]2[C:4](=[CH:5][CH:6]=[C:7]([CH2:10][OH:11])[CH:8]=2)[CH:3]=[N:2]1. The catalyst class is: 7. (2) Reactant: [F:1][C:2]1[C:7]([C:8]([F:11])([F:10])[F:9])=[CH:6][CH:5]=[CH:4][C:3]=1[C:12]1[O:13][CH:14]=[C:15]([CH2:17][N:18]2[CH:22]=[C:21]([C:23]([O:25]CC)=[O:24])[CH:20]=[N:19]2)[N:16]=1.[OH-].[Na+].C(O)C.Cl. Product: [F:1][C:2]1[C:7]([C:8]([F:9])([F:10])[F:11])=[CH:6][CH:5]=[CH:4][C:3]=1[C:12]1[O:13][CH:14]=[C:15]([CH2:17][N:18]2[CH:22]=[C:21]([C:23]([OH:25])=[O:24])[CH:20]=[N:19]2)[N:16]=1. The catalyst class is: 7. (3) Reactant: [I-:1].[Na+].Cl[C:4]1[CH:9]=[CH:8][N:7]=[C:6]2[CH2:10][N:11]([C:13]([O:15][CH2:16][CH3:17])=[O:14])[CH2:12][C:5]=12. Product: [I:1][C:4]1[CH:9]=[CH:8][N:7]=[C:6]2[CH2:10][N:11]([C:13]([O:15][CH2:16][CH3:17])=[O:14])[CH2:12][C:5]=12. The catalyst class is: 10. (4) Reactant: [C:1]([C:4]1[CH:9]=[CH:8][C:7]([O:10][CH3:11])=[CH:6][C:5]=1[NH:12][C:13]([C:15]1[N:16]=[C:17]([N:20]([CH3:22])[CH3:21])[S:18][CH:19]=1)=O)(=[O:3])[CH3:2].[OH-].[K+]. Product: [CH3:21][N:20]([CH3:22])[C:17]1[S:18][CH:19]=[C:15]([C:13]2[CH:2]=[C:1]([OH:3])[C:4]3[C:5](=[CH:6][C:7]([O:10][CH3:11])=[CH:8][CH:9]=3)[N:12]=2)[N:16]=1. The catalyst class is: 17. (5) Reactant: [Br:1][C:2]1[CH:7]=[CH:6][C:5]([C:8]2[N:9]=[C:10]([N:13]3[C@H:17]([CH2:18]O)[CH2:16][O:15][C:14]3=[O:20])[S:11][CH:12]=2)=[CH:4][CH:3]=1.C(N(S(F)(F)[F:27])CC)C. Product: [Br:1][C:2]1[CH:7]=[CH:6][C:5]([C:8]2[N:9]=[C:10]([N:13]3[C@H:17]([CH2:18][F:27])[CH2:16][O:15][C:14]3=[O:20])[S:11][CH:12]=2)=[CH:4][CH:3]=1. The catalyst class is: 2.